The task is: Predict the product of the given reaction.. This data is from Forward reaction prediction with 1.9M reactions from USPTO patents (1976-2016). (1) Given the reactants [CH2:1]([N:3]([CH2:13][CH3:14])[C:4]1[CH:5]=[C:6]([OH:12])[C:7](=[CH:10][CH:11]=1)[CH:8]=[O:9])[CH3:2].C(=O)([O-])[O-].[Cs+].[Cs+].Cl.Cl[CH2:23][CH2:24][N:25]1[CH2:30][CH2:29][CH2:28][CH2:27][CH2:26]1.O, predict the reaction product. The product is: [CH2:13]([N:3]([CH2:1][CH3:2])[C:4]1[CH:11]=[CH:10][C:7]([CH:8]=[O:9])=[C:6]([O:12][CH2:23][CH2:24][N:25]2[CH2:30][CH2:29][CH2:28][CH2:27][CH2:26]2)[CH:5]=1)[CH3:14]. (2) Given the reactants [CH3:1][N:2]([CH3:34])[C:3]1[C:12]2[C:7](=[CH:8][CH:9]=[CH:10][CH:11]=2)[C:6]([C@H:13]2[N:17]3[C:18](=[O:30])[N:19]([CH2:22][CH2:23][N:24]4[CH2:29][CH2:28][O:27][CH2:26][CH2:25]4)[C:20](=[O:21])[C:16]43[CH2:31][NH:32][CH2:33][C@H:15]4[CH2:14]2)=[CH:5][CH:4]=1.[CH3:35][O:36][C:37]1[CH:44]=[CH:43][C:40]([CH:41]=O)=[CH:39][C:38]=1[N+:45]([O-:47])=[O:46].C(O[BH-](OC(=O)C)OC(=O)C)(=O)C.[Na+], predict the reaction product. The product is: [CH3:35][O:36][C:37]1[CH:44]=[CH:43][C:40]([CH2:41][N:32]2[CH2:33][C@@H:15]3[C:16]4([C:20](=[O:21])[N:19]([CH2:22][CH2:23][N:24]5[CH2:25][CH2:26][O:27][CH2:28][CH2:29]5)[C:18](=[O:30])[N:17]4[C@H:13]([C:6]4[C:7]5[C:12](=[CH:11][CH:10]=[CH:9][CH:8]=5)[C:3]([N:2]([CH3:34])[CH3:1])=[CH:4][CH:5]=4)[CH2:14]3)[CH2:31]2)=[CH:39][C:38]=1[N+:45]([O-:47])=[O:46]. (3) Given the reactants [C:1]([C:4]1[CH:5]=[C:6]2[C:10](=[CH:11][CH:12]=1)[NH:9][C:8]([CH3:13])=[C:7]2[CH2:14][C:15]1[CH:20]=[CH:19][C:18]([S:21][C:22]([CH3:25])([CH3:24])[CH3:23])=[CH:17][C:16]=1[Cl:26])([OH:3])=O.[CH2:27]([S:32]([NH2:35])(=[O:34])=[O:33])[CH2:28][CH2:29][CH2:30][CH3:31].C1(C2CCCCCCCCCC=2)CCCCCCCCNN=1, predict the reaction product. The product is: [Cl:26][C:16]1[CH:17]=[C:18]([S:21][C:22]([CH3:24])([CH3:23])[CH3:25])[CH:19]=[CH:20][C:15]=1[CH2:14][C:7]1[C:6]2[C:10](=[CH:11][CH:12]=[C:4]([C:1](=[O:3])[NH:35][S:32]([CH2:27][CH2:28][CH2:29][CH2:30][CH3:31])(=[O:34])=[O:33])[CH:5]=2)[NH:9][C:8]=1[CH3:13]. (4) The product is: [CH3:1][N:2]1[C:6]([C:17]2[CH:22]=[CH:21][N:20]=[C:19]([NH2:23])[CH:18]=2)=[CH:5][CH:4]=[N:3]1. Given the reactants [CH3:1][N:2]1[C:6](B(O)O)=[CH:5][CH:4]=[N:3]1.C(=O)([O-])[O-].[Na+].[Na+].Br[C:17]1[CH:22]=[CH:21][N:20]=[C:19]([NH2:23])[CH:18]=1.C1(C)C=CC=CC=1, predict the reaction product. (5) The product is: [C:8]([N:10]1[CH2:11][CH2:12][C:13]2([N:17]([C:18]3[CH:23]=[CH:22][CH:21]=[CH:20][CH:19]=3)[CH2:16][N:15]([CH2:12][CH2:13][CH2:14][O:24][CH2:44][C:45]3[CH:46]=[CH:47][CH:48]=[CH:49][CH:50]=3)[C:14]2=[O:24])[CH2:25][CH2:26]1)([O:7][C:3]([CH3:6])([CH3:4])[CH3:5])=[O:9]. Given the reactants [H-].[Na+].[C:3]([O:7][C:8]([N:10]1[CH2:26][CH2:25][C:13]2([N:17]([C:18]3[CH:23]=[CH:22][CH:21]=[CH:20][CH:19]=3)[CH2:16][NH:15][C:14]2=[O:24])[CH2:12][CH2:11]1)=[O:9])([CH3:6])([CH3:5])[CH3:4].[H-].[H][H].[CH2:44](C(Br)CCOCCC(Br)[CH2:44][C:45]1[CH:50]=[CH:49][CH:48]=[CH:47][CH:46]=1)[C:45]1[CH:50]=[CH:49][CH:48]=[CH:47][CH:46]=1, predict the reaction product. (6) Given the reactants [Cl:1][C:2]1[CH:3]=[C:4]([C:18]([NH:20][C@H:21]([C:23]2[CH:32]=[CH:31][C:26]([C:27]([O:29][CH3:30])=[O:28])=[CH:25][CH:24]=2)[CH3:22])=[O:19])[C:5]([N:8]([CH3:17])[CH2:9]CC2C=CC=CC=2)=[N:6][CH:7]=1.[Cl:33][C:34]1[CH:42]=[CH:41][C:37](CCN)=[CH:36][CH:35]=1, predict the reaction product. The product is: [Cl:1][C:2]1[CH:3]=[C:4]([C:18]([NH:20][C@H:21]([C:23]2[CH:32]=[CH:31][C:26]([C:27]([O:29][CH3:30])=[O:28])=[CH:25][CH:24]=2)[CH3:22])=[O:19])[C:5]([N:8]([CH2:9][C:37]2[CH:41]=[CH:42][C:34]([Cl:33])=[CH:35][CH:36]=2)[CH3:17])=[N:6][CH:7]=1. (7) Given the reactants C(OC([NH:8][C:9]1([CH3:23])[CH2:14][CH2:13][N:12]([C:15]2[CH:20]=[CH:19][C:18]([C:21]#[N:22])=[CH:17][N:16]=2)[CH2:11][CH2:10]1)=O)(C)(C)C.Cl, predict the reaction product. The product is: [NH2:8][C:9]1([CH3:23])[CH2:14][CH2:13][N:12]([C:15]2[CH:20]=[CH:19][C:18]([C:21]#[N:22])=[CH:17][N:16]=2)[CH2:11][CH2:10]1. (8) Given the reactants [Cl-].[CH3:2][O:3][C:4]1[CH:29]=[CH:28][C:7]([CH2:8][P+](C2C=CC=CC=2)(C2C=CC=CC=2)C2C=CC=CC=2)=[CH:6][CH:5]=1.[CH3:30]C(C)([O-])C.[K+].[O:36]=[C:37]1[NH:41][C:40](=[O:42])[CH:39]([CH2:43][C:44]2[CH:58]=[CH:57][C:47]([O:48][C:49]3[CH:56]=[CH:55][C:52](C=O)=[CH:51][CH:50]=3)=[CH:46][CH:45]=2)[S:38]1.C(O)(=O)C, predict the reaction product. The product is: [CH3:2][O:3][C:4]1[CH:5]=[CH:6][C:7]([CH:8]=[CH:30][C:52]2[CH:55]=[CH:56][C:49]([O:48][C:47]3[CH:57]=[CH:58][C:44]([CH2:43][CH:39]4[S:38][C:37](=[O:36])[NH:41][C:40]4=[O:42])=[CH:45][CH:46]=3)=[CH:50][CH:51]=2)=[CH:28][CH:29]=1.